This data is from Reaction yield outcomes from USPTO patents with 853,638 reactions. The task is: Predict the reaction yield, written as a fraction of the theoretical maximum amount of product (1.0 means a 100% yield; for example, 0.34 means a 34% yield). (1) The reactants are [F:1][C:2]1[CH:3]=[C:4]([CH2:8][NH2:9])[CH:5]=[CH:6][CH:7]=1.[CH:10]1([C:13](=O)[CH3:14])[CH2:12][CH2:11]1.[BH4-].[Na+]. The catalyst is CO.CC(O[Ti](OC(C)C)(OC(C)C)OC(C)C)C. The product is [CH:10]1([CH:13]([NH:9][CH2:8][C:4]2[CH:5]=[CH:6][CH:7]=[C:2]([F:1])[CH:3]=2)[CH3:14])[CH2:12][CH2:11]1. The yield is 0.320. (2) The reactants are [CH3:1][N:2]1[CH:6]=[C:5]([C:7]2[N:12]=[C:11]3[N:13]([CH2:16][C@@H:17]4[CH2:22][N:21]([C:23]5[N:28]=[CH:27][C:26]([C:29]6[CH2:34][CH2:33][N:32]([CH2:35][CH2:36][OH:37])[CH2:31][CH:30]=6)=[CH:25][N:24]=5)[CH2:20][CH2:19][O:18]4)[N:14]=[N:15][C:10]3=[N:9][CH:8]=2)[CH:4]=[N:3]1. The catalyst is CO.C(Cl)Cl.[Pt]=O. The product is [CH3:1][N:2]1[CH:6]=[C:5]([C:7]2[N:12]=[C:11]3[N:13]([CH2:16][C@@H:17]4[CH2:22][N:21]([C:23]5[N:24]=[CH:25][C:26]([CH:29]6[CH2:30][CH2:31][N:32]([CH2:35][CH2:36][OH:37])[CH2:33][CH2:34]6)=[CH:27][N:28]=5)[CH2:20][CH2:19][O:18]4)[N:14]=[N:15][C:10]3=[N:9][CH:8]=2)[CH:4]=[N:3]1. The yield is 0.140.